This data is from Reaction yield outcomes from USPTO patents with 853,638 reactions. The task is: Predict the reaction yield, written as a fraction of the theoretical maximum amount of product (1.0 means a 100% yield; for example, 0.34 means a 34% yield). (1) The reactants are [Cl:1][C:2]1[C:7]2[C:8](=[O:22])[N:9]([CH2:11][C:12]3[CH:17]=[CH:16][C:15]([O:18][CH3:19])=[CH:14][C:13]=3[O:20][CH3:21])[CH2:10][C:6]=2[C:5]([F:23])=[C:4](Cl)[N:3]=1.[O:25]1[CH2:30][CH2:29][C@@H:28]([NH2:31])[C@@H:27]([NH2:32])[CH2:26]1.CCN(C(C)C)C(C)C. The catalyst is C(#N)C. The product is [NH2:32][C@@H:27]1[C@H:28]([NH:31][C:4]2[N:3]=[C:2]([Cl:1])[C:7]3[C:8](=[O:22])[N:9]([CH2:11][C:12]4[CH:17]=[CH:16][C:15]([O:18][CH3:19])=[CH:14][C:13]=4[O:20][CH3:21])[CH2:10][C:6]=3[C:5]=2[F:23])[CH2:29][CH2:30][O:25][CH2:26]1. The yield is 0.0960. (2) The reactants are [C:1]([C:3]1[CH:24]=[CH:23][C:6]([CH2:7][N:8]2[C:13](=[O:14])[C:12]([CH3:15])=[C:11]3[S:16][C:17]([C:19]([OH:21])=O)=[CH:18][N:10]3[C:9]2=[O:22])=[CH:5][CH:4]=1)#[N:2].[F:25][C:26]1[CH:31]=[CH:30][C:29]([CH2:32][N:33]=C=O)=[CH:28][CH:27]=1. No catalyst specified. The product is [F:25][C:26]1[CH:31]=[CH:30][C:29]([CH2:32][NH:33][C:19]([C:17]2[S:16][C:11]3[N:10]([C:9](=[O:22])[N:8]([CH2:7][C:6]4[CH:5]=[CH:4][C:3]([C:1]#[N:2])=[CH:24][CH:23]=4)[C:13](=[O:14])[C:12]=3[CH3:15])[CH:18]=2)=[O:21])=[CH:28][CH:27]=1. The yield is 0.250. (3) The reactants are Cl.C([O:4][C:5](=[O:31])[CH2:6][NH:7][CH2:8][C:9]1[CH:14]=[CH:13][CH:12]=[C:11]([CH2:15][O:16][C:17]2[CH:22]=[CH:21][C:20]([C:23]3[CH:28]=[CH:27][C:26]([F:29])=[CH:25][C:24]=3[F:30])=[CH:19][CH:18]=2)[CH:10]=1)C.C(N(CC)CC)C.[CH3:39][C:40]([CH3:45])([CH3:44])[C:41](Cl)=[O:42].[OH-].[Li+]. The catalyst is C(Cl)Cl.C1COCC1.CO. The product is [F:30][C:24]1[CH:25]=[C:26]([F:29])[CH:27]=[CH:28][C:23]=1[C:20]1[CH:21]=[CH:22][C:17]([O:16][CH2:15][C:11]2[CH:10]=[C:9]([CH:14]=[CH:13][CH:12]=2)[CH2:8][N:7]([CH2:6][C:5]([OH:4])=[O:31])[C:41](=[O:42])[C:40]([CH3:45])([CH3:44])[CH3:39])=[CH:18][CH:19]=1. The yield is 1.00. (4) The reactants are [C:14]1(P([C:14]2[CH:19]=[CH:18][CH:17]=[CH:16][CH:15]=2)[C:14]2[CH:19]=[CH:18][CH:17]=[CH:16][CH:15]=2)[CH:19]=[CH:18][CH:17]=[CH:16][CH:15]=1.[CH3:20][C:21]1[O:25][C:24]([CH2:26][CH2:27][OH:28])=[CH:23][CH:22]=1.[C:29]([NH:32]C1C=CC(O)=CC=1)(=[O:31])[CH3:30].CCOC(/N=N/C(OCC)=O)=O. The catalyst is C(Cl)Cl.C1COCC1. The product is [CH3:20][C:21]1[O:25][C:24]([CH2:26][CH2:27][O:28][C:14]2[CH:15]=[CH:16][C:17]([CH2:30][C:29]([NH2:32])=[O:31])=[CH:18][CH:19]=2)=[CH:23][CH:22]=1. The yield is 0.520. (5) The reactants are CCN([CH:7]([CH3:9])[CH3:8])C(C)C.N(C(OCC1[C:25]2[C:20](=[CH:21][CH:22]=[CH:23][CH:24]=2)[C:25]2[C:20]1=[CH:21][CH:22]=[CH:23][CH:24]=2)=O)CC(O)=O.[CH2:32]1[CH2:36]N([P+](ON2N=NC3C=CC=CC2=3)(N2[CH2:34][CH2:33][CH2:32][CH2:36]2)N2[CH2:34][CH2:33][CH2:32][CH2:36]2)[CH2:34][CH2:33]1.F[P-](F)(F)(F)(F)F.C[C@@H](O)[C@H](N)C(N[C@H](C(N1[C@H](C(N2[C@H](C(N[C@H]([C:102]([OH:104])=[O:103])CCCN=C(N)N)=O)CCC2)=O)CCC1)=O)CCCCN)=O.[N+3:107].S([NH-])(=O)(=O)N.S([NH-])(=O)(=O)N.S([NH-])(=O)(=O)N.I[CH2:124]C#N.C(O)(C(F)(F)F)=O.C1(O)C=CC=CC=1.C([SiH](C(C)C)C(C)C)(C)C. The catalyst is CN1C(=O)CCC1.O.CN(C=O)C. The product is [C:102]([NH2:107])([O:104][CH2:124][CH:9]1[C:7]2[C:8](=[CH:34][CH:33]=[CH:32][CH:36]=2)[C:20]2[C:25]1=[CH:24][CH:23]=[CH:22][CH:21]=2)=[O:103]. The yield is 0.200. (6) The reactants are [CH3:1][C:2]1[N:3]=[CH:4][C:5]([C:8]([O:10][CH3:11])=[O:9])=[N:6][CH:7]=1.[Br:12]Br. The catalyst is C(O)(=O)C. The product is [Br:12][CH2:1][C:2]1[N:3]=[CH:4][C:5]([C:8]([O:10][CH3:11])=[O:9])=[N:6][CH:7]=1. The yield is 0.400. (7) The product is [CH:6]1[C:5]2[CH:8]=[CH:9][C:10]([CH:20]3[CH2:19][CH:18]4[CH2:17][CH:16]3[CH:15]=[CH:14]4)=[CH:3][C:4]=2[CH:7]=1. The yield is 0.200. No catalyst specified. The reactants are C([C:3]1[CH:10]=[CH:9][CH:8]=[C:5]2[CH2:6][CH2:7][C:4]=12)=C.C1[CH:15]2[CH:16]3[CH:20]=[CH:19][CH:18]([CH:14]2C=C1)[CH2:17]3.C(C1C=C(O)C(=CC=1)O)(C)(C)C.